This data is from Reaction yield outcomes from USPTO patents with 853,638 reactions. The task is: Predict the reaction yield, written as a fraction of the theoretical maximum amount of product (1.0 means a 100% yield; for example, 0.34 means a 34% yield). (1) The reactants are [N:1]1[N:2]=[C:3]([NH:6][CH:7]2[CH2:10][CH:9]([C:11]([O:13][CH2:14][CH3:15])=[O:12])[CH2:8]2)[NH:4][CH:5]=1.[C:16]([C:18]1[CH:23]=[CH:22][CH:21]=[CH:20][C:19]=1[C:24]1[CH:29]=[CH:28][C:27]([CH2:30][CH:31]([C:37](=O)[CH2:38][CH2:39][CH3:40])[C:32](OCC)=[O:33])=[C:26]([F:42])[CH:25]=1)#[N:17].Cl. The catalyst is C(N(CC)C1C=CC=CC=1)C. The product is [C:16]([C:18]1[CH:23]=[CH:22][CH:21]=[CH:20][C:19]=1[C:24]1[CH:29]=[CH:28][C:27]([CH2:30][C:31]2[C:32](=[O:33])[N:6]([C@H:7]3[CH2:8][C@H:9]([C:11]([O:13][CH2:14][CH3:15])=[O:12])[CH2:10]3)[C:3]3[N:2]([N:1]=[CH:5][N:4]=3)[C:37]=2[CH2:38][CH2:39][CH3:40])=[C:26]([F:42])[CH:25]=1)#[N:17]. The yield is 0.140. (2) The reactants are [NH2:1][C:2]1[N:7]=[CH:6][N:5]=[C:4]2[N:8]([CH:20]([C:22]3[O:23][C:24]4[C:29]([C:30](=[O:39])[C:31]=3[C:32]3[CH:37]=[CH:36][CH:35]=[C:34]([F:38])[CH:33]=3)=[CH:28][CH:27]=[CH:26][CH:25]=4)[CH3:21])[N:9]=[C:10]([C:11]3[CH:16]=[CH:15][C:14]([Cl:17])=[C:13]([O:18]C)[CH:12]=3)[C:3]=12. The catalyst is ClCCl.B(Br)(Br)Br. The product is [NH2:1][C:2]1[N:7]=[CH:6][N:5]=[C:4]2[N:8]([CH:20]([C:22]3[O:23][C:24]4[C:29]([C:30](=[O:39])[C:31]=3[C:32]3[CH:37]=[CH:36][CH:35]=[C:34]([F:38])[CH:33]=3)=[CH:28][CH:27]=[CH:26][CH:25]=4)[CH3:21])[N:9]=[C:10]([C:11]3[CH:16]=[CH:15][C:14]([Cl:17])=[C:13]([OH:18])[CH:12]=3)[C:3]=12. The yield is 0.860. (3) The reactants are Br[C:2]1[CH:3]=[CH:4][C:5]([N+:8]([O-:10])=[O:9])=[N:6][CH:7]=1.BrC1C=CC([O:18][C:19]2[CH:24]=[CH:23][C:22]([CH2:25][CH2:26][CH3:27])=[CH:21][C:20]=2[O:28][CH3:29])=NC=1. No catalyst specified. The product is [CH3:29][O:28][C:20]1[CH:21]=[C:22]([CH2:25][CH2:26][CH3:27])[CH:23]=[CH:24][C:19]=1[O:18][C:2]1[CH:3]=[CH:4][C:5]([N+:8]([O-:10])=[O:9])=[N:6][CH:7]=1. The yield is 0.380. (4) The reactants are Cl[C:2]1[N:7]=[C:6]([O:8][CH2:9][CH2:10][CH2:11][CH2:12][N:13]2[CH2:22][CH2:21][C:20]3[C:15](=[CH:16][CH:17]=[CH:18][CH:19]=3)[CH2:14]2)[CH:5]=[CH:4][CH:3]=1.[NH:23]1[CH:27]=[CH:26][C:25](B(O)O)=[N:24]1.C(=O)([O-])[O-].[Cs+].[Cs+]. The catalyst is O1CCOCC1.CN(C)C=O.C1(P(C2C=CC=CC=2)[C-]2C=CC=C2)C=CC=CC=1.[C-]1(P(C2C=CC=CC=2)C2C=CC=CC=2)C=CC=C1.[Fe+2].Cl[Pd]Cl. The product is [NH:23]1[CH:27]=[CH:26][C:25]([C:2]2[N:7]=[C:6]([O:8][CH2:9][CH2:10][CH2:11][CH2:12][N:13]3[CH2:22][CH2:21][C:20]4[C:15](=[CH:16][CH:17]=[CH:18][CH:19]=4)[CH2:14]3)[CH:5]=[CH:4][CH:3]=2)=[N:24]1. The yield is 0.110. (5) The reactants are [C:1]12([C:13]([O:15]C)=[O:14])[CH2:8][CH2:7][C:4]([C:9]([O:11][CH3:12])=[O:10])([CH2:5][CH2:6]1)[CH2:3][CH2:2]2.[OH-].[K+]. The catalyst is CO.O. The product is [CH3:12][O:11][C:9]([C:4]12[CH2:7][CH2:8][C:1]([C:13]([OH:15])=[O:14])([CH2:6][CH2:5]1)[CH2:2][CH2:3]2)=[O:10]. The yield is 0.550.